From a dataset of Full USPTO retrosynthesis dataset with 1.9M reactions from patents (1976-2016). Predict the reactants needed to synthesize the given product. (1) Given the product [Cl:1][C:2]1[CH:7]=[CH:6][CH:5]=[C:4]([Cl:8])[C:3]=1[CH2:9][CH2:10][C:11]1[C:15]([CH2:16][O:17][C:22]2[CH:23]=[CH:24][C:25]([C:28]3[CH:29]=[C:30]4[C:35](=[CH:36][CH:37]=3)[CH:34]=[C:33]([C:38]([O:40][CH3:41])=[O:39])[CH:32]=[CH:31]4)=[CH:26][CH:27]=2)=[C:14]([CH:18]([CH3:20])[CH3:19])[O:13][N:12]=1, predict the reactants needed to synthesize it. The reactants are: [Cl:1][C:2]1[CH:7]=[CH:6][CH:5]=[C:4]([Cl:8])[C:3]=1[CH2:9][CH2:10][C:11]1[C:15]([CH2:16][OH:17])=[C:14]([CH:18]([CH3:20])[CH3:19])[O:13][N:12]=1.O[C:22]1[CH:27]=[CH:26][C:25]([C:28]2[CH:29]=[C:30]3[C:35](=[CH:36][CH:37]=2)[CH:34]=[C:33]([C:38]([O:40][CH3:41])=[O:39])[CH:32]=[CH:31]3)=[CH:24][CH:23]=1.C1(P(C2C=CC=CC=2)C2C=CC=CC=2)C=CC=CC=1.N(C(OC(C)C)=O)=NC(OC(C)C)=O. (2) Given the product [Cl:1][C:2]1[CH:28]=[CH:27][C:5]([CH2:6][N:7]2[CH:12]=[N:11][C:10]([N:13]3[CH2:18][CH2:17][NH:16][CH2:15][CH2:14]3)=[N:9][C:8]2=[O:26])=[CH:4][CH:3]=1, predict the reactants needed to synthesize it. The reactants are: [Cl:1][C:2]1[CH:28]=[CH:27][C:5]([CH2:6][N:7]2[CH:12]=[N:11][C:10]([N:13]3[CH2:18][CH2:17][N:16](C(OC(C)(C)C)=O)[CH2:15][CH2:14]3)=[N:9][C:8]2=[O:26])=[CH:4][CH:3]=1.FC(F)(F)C(O)=O. (3) Given the product [Br:21][C:22]1[CH:23]=[N:24][N:25]([C:1]([C:14]2[CH:19]=[CH:18][CH:17]=[CH:16][CH:15]=2)([C:8]2[CH:13]=[CH:12][CH:11]=[CH:10][CH:9]=2)[C:2]2[CH:7]=[CH:6][CH:5]=[CH:4][CH:3]=2)[CH:26]=1, predict the reactants needed to synthesize it. The reactants are: [C:1](Cl)([C:14]1[CH:19]=[CH:18][CH:17]=[CH:16][CH:15]=1)([C:8]1[CH:13]=[CH:12][CH:11]=[CH:10][CH:9]=1)[C:2]1[CH:7]=[CH:6][CH:5]=[CH:4][CH:3]=1.[Br:21][C:22]1[CH:23]=[N:24][NH:25][CH:26]=1.CC(C)([O-])C.[K+]. (4) Given the product [NH2:15][C:10]1[O:11][CH2:12][C@H:13]([F:14])[C@:8]([C:6]2[CH:7]=[C:2]([NH:1][C:24]([C:21]3[S:20][C:19]([Cl:18])=[N:23][CH:22]=3)=[O:25])[CH:3]=[CH:4][C:5]=2[F:17])([CH3:16])[N:9]=1, predict the reactants needed to synthesize it. The reactants are: [NH2:1][C:2]1[CH:3]=[CH:4][C:5]([F:17])=[C:6]([C@:8]2([CH3:16])[C@@H:13]([F:14])[CH2:12][O:11][C:10]([NH2:15])=[N:9]2)[CH:7]=1.[Cl:18][C:19]1[S:20][C:21]([C:24](O)=[O:25])=[CH:22][N:23]=1. (5) The reactants are: [CH3:1][NH:2][CH3:3].Cl.[CH:5]1([CH2:8][N:9]2[C:13]3[CH:14]=[CH:15][C:16]([S:18]([C:21]([CH3:26])([CH3:25])[C:22](Cl)=[O:23])(=[O:20])=[O:19])=[CH:17][C:12]=3[N:11]=[C:10]2[CH2:27][C:28]([CH3:31])([CH3:30])[CH3:29])[CH2:7][CH2:6]1. Given the product [CH:5]1([CH2:8][N:9]2[C:13]3[CH:14]=[CH:15][C:16]([S:18]([C:21]([CH3:26])([CH3:25])[C:22]([N:2]([CH3:3])[CH3:1])=[O:23])(=[O:20])=[O:19])=[CH:17][C:12]=3[N:11]=[C:10]2[CH2:27][C:28]([CH3:31])([CH3:30])[CH3:29])[CH2:7][CH2:6]1, predict the reactants needed to synthesize it.